Dataset: Full USPTO retrosynthesis dataset with 1.9M reactions from patents (1976-2016). Task: Predict the reactants needed to synthesize the given product. (1) Given the product [ClH:17].[NH:1]([C:2]1[CH:3]=[C:4]([CH:8]=[CH:9][CH:10]=1)[C:5]([OH:7])=[O:6])[NH2:11], predict the reactants needed to synthesize it. The reactants are: [NH2:1][C:2]1[CH:3]=[C:4]([CH:8]=[CH:9][CH:10]=1)[C:5]([OH:7])=[O:6].[N:11]([O-])=O.[Na+].O.O.[Cl:17][Sn]Cl. (2) Given the product [Cl:1][C:2]1[C:3]([O:12][C:13]2[CH:18]=[C:17]([O:19][Si:20]([CH:24]([CH3:26])[CH3:25])([CH:27]([CH3:28])[CH3:29])[CH:21]([CH3:22])[CH3:23])[CH:16]=[CH:15][C:14]=2[CH2:30][CH2:31][CH2:32][OH:33])=[N:4][CH:5]=[C:6]([C:8]([F:11])([F:10])[F:9])[CH:7]=1, predict the reactants needed to synthesize it. The reactants are: [Cl:1][C:2]1[C:3]([O:12][C:13]2[CH:18]=[C:17]([O:19][Si:20]([CH:27]([CH3:29])[CH3:28])([CH:24]([CH3:26])[CH3:25])[CH:21]([CH3:23])[CH3:22])[CH:16]=[CH:15][C:14]=2[CH2:30][CH2:31][C:32](OCC)=[O:33])=[N:4][CH:5]=[C:6]([C:8]([F:11])([F:10])[F:9])[CH:7]=1.[H-].[Al+3].[Li+].[H-].[H-].[H-].O.O.O.O.O.O.O.O.O.O.S([O-])([O-])(=O)=O.[Na+].[Na+]. (3) Given the product [F:27][C:28]1[CH:33]=[CH:32][C:31]([C:3]2[CH:8]=[CH:7][CH:6]=[C:5]([N:9]([CH2:21][C:22]3[N:23]=[CH:24][S:25][CH:26]=3)[C:10](=[O:20])[C@H:11]([CH2:13][C:14]3[CH:19]=[CH:18][CH:17]=[CH:16][CH:15]=3)[NH2:12])[CH:4]=2)=[CH:30][CH:29]=1, predict the reactants needed to synthesize it. The reactants are: Cl.Br[C:3]1[CH:4]=[C:5]([N:9]([CH2:21][C:22]2[N:23]=[CH:24][S:25][CH:26]=2)[C:10](=[O:20])[C@H:11]([CH2:13][C:14]2[CH:19]=[CH:18][CH:17]=[CH:16][CH:15]=2)[NH2:12])[CH:6]=[CH:7][CH:8]=1.[F:27][C:28]1[CH:33]=[CH:32][C:31](B(O)O)=[CH:30][CH:29]=1. (4) Given the product [ClH:1].[CH3:2][O:3][C:4]1[CH:5]=[C:6](/[CH:12]=[C:13](/[C:16]2[CH:21]=[CH:20][CH:19]=[CH:18][N:17]=2)\[C:14]#[N:15])[CH:7]=[CH:8][C:9]=1[O:10][CH3:11], predict the reactants needed to synthesize it. The reactants are: [ClH:1].[CH3:2][O:3][C:4]1[CH:5]=[C:6](/[CH:12]=[C:13](/[C:16]2[CH:21]=[CH:20][CH:19]=[CH:18][N:17]=2)\[C:14]#[N:15])[CH:7]=[CH:8][C:9]=1[O:10][CH3:11]. (5) Given the product [F:12][C:11]([F:14])([F:13])[C:3]1[CH:4]=[C:5]([CH:9]=[CH:10][C:2]=1[N:20]1[CH2:21][CH2:22][CH:17]([C:16]([F:24])([F:23])[F:15])[CH2:18][CH2:19]1)[C:6]([OH:8])=[O:7], predict the reactants needed to synthesize it. The reactants are: F[C:2]1[CH:10]=[CH:9][C:5]([C:6]([OH:8])=[O:7])=[CH:4][C:3]=1[C:11]([F:14])([F:13])[F:12].[F:15][C:16]([F:24])([F:23])[CH:17]1[CH2:22][CH2:21][NH:20][CH2:19][CH2:18]1. (6) Given the product [C:20]([Si:17]([CH3:19])([CH3:18])[O:16][CH2:15][CH:14]([NH:13][C:12]([NH2:33])=[NH:11])[C:24]([CH3:32])([CH3:31])[O:25][SiH2:26][C:27]([CH3:28])([CH3:29])[CH3:30])([CH3:21])([CH3:22])[CH3:23], predict the reactants needed to synthesize it. The reactants are: C(OC([NH:11][C:12]([NH:33]C(OCC1C=CC=CC=1)=O)=[N:13][CH:14]([C:24]([CH3:32])([CH3:31])[O:25][SiH2:26][C:27]([CH3:30])([CH3:29])[CH3:28])[CH2:15][O:16][Si:17]([C:20]([CH3:23])([CH3:22])[CH3:21])([CH3:19])[CH3:18])=O)C1C=CC=CC=1.